From a dataset of Forward reaction prediction with 1.9M reactions from USPTO patents (1976-2016). Predict the product of the given reaction. (1) Given the reactants S(Cl)(Cl)=O.[CH3:5][O:6][C:7]1[CH:21]=[C:20]2[C:10]([NH:11][CH:12]=[C:13]2[CH2:14][CH:15]([C:17]([OH:19])=[O:18])[NH2:16])=[CH:9][CH:8]=1.[CH3:22]O, predict the reaction product. The product is: [CH3:22][O:18][C:17](=[O:19])[CH:15]([CH2:14][C:13]1[C:20]2[C:10](=[CH:9][CH:8]=[C:7]([O:6][CH3:5])[CH:21]=2)[NH:11][CH:12]=1)[NH2:16]. (2) Given the reactants Cl[CH2:2][C:3]([C:8]1([Cl:11])[CH2:10][CH2:9]1)([OH:7])[CH2:4][CH:5]=[CH2:6].[CH:12]([Br:15])(Br)[Br:13].[OH-].[Na+], predict the reaction product. The product is: [Cl:11][C:8]1([C:3]2([CH2:4][CH:5]3[CH2:6][C:12]3([Br:15])[Br:13])[CH2:2][O:7]2)[CH2:10][CH2:9]1. (3) The product is: [CH3:3][C:2]1[N:16]([NH:15][C:17](=[O:18])[O:19][C:20]([CH3:23])([CH3:22])[CH3:21])[CH:26]=[C:27]([C:29]2[CH:30]=[N:31][CH:32]=[CH:33][CH:34]=2)[N:7]=1. Given the reactants Cl.[C:2](=[NH:7])(OCC)[CH3:3].C(N(CC)CC)C.[NH:15]([C:17]([O:19][C:20]([CH3:23])([CH3:22])[CH3:21])=[O:18])[NH2:16].Br.Br[CH2:26][C:27]([C:29]1[CH:30]=[N:31][CH:32]=[CH:33][CH:34]=1)=O, predict the reaction product. (4) The product is: [CH3:1][O:2][C:3]1[N:8]=[CH:7][C:6]([NH:9][C:10]2[C:15]([C:16]3[N:24]=[CH:23][N:22]=[C:21]4[C:17]=3[N:18]=[CH:19][NH:20]4)=[CH:14][CH:13]=[CH:12][N:11]=2)=[CH:5][CH:4]=1. Given the reactants [CH3:1][O:2][C:3]1[N:8]=[CH:7][C:6]([NH:9][C:10]2[C:15]([C:16]3[N:24]=[CH:23][N:22]=[C:21]4[C:17]=3[N:18]=[CH:19][N:20]4C3CCCCO3)=[CH:14][CH:13]=[CH:12][N:11]=2)=[CH:5][CH:4]=1.Cl.N, predict the reaction product. (5) Given the reactants ClC1C2C(=CC=CC=2)N=CC=1.N1C2C(=CC=CC=2)C=NC=1.[N+:22]([C:25]1[CH:41]=[CH:40][CH:39]=[CH:38][C:26]=1[O:27][C:28]1[C:37]2[C:32](=[CH:33][CH:34]=[CH:35][CH:36]=2)[N:31]=[CH:30][CH:29]=1)([O-])=O.[H][H], predict the reaction product. The product is: [NH2:22][C:25]1[CH:41]=[CH:40][CH:39]=[CH:38][C:26]=1[O:27][C:28]1[C:37]2[C:32](=[CH:33][CH:34]=[CH:35][CH:36]=2)[N:31]=[CH:30][CH:29]=1.